This data is from Forward reaction prediction with 1.9M reactions from USPTO patents (1976-2016). The task is: Predict the product of the given reaction. (1) Given the reactants [CH3:1][C:2]1[CH:8]=[CH:7][C:6]([N+:9]([O-:11])=[O:10])=[CH:5][C:3]=1[NH2:4].[CH3:12][C:13]([O:16][C:17](O[C:17]([O:16][C:13]([CH3:15])([CH3:14])[CH3:12])=[O:18])=[O:18])([CH3:15])[CH3:14].N1C=CC=CC=1, predict the reaction product. The product is: [C:13]([O:16][C:17](=[O:18])[NH:4][C:3]1[CH:5]=[C:6]([N+:9]([O-:11])=[O:10])[CH:7]=[CH:8][C:2]=1[CH3:1])([CH3:15])([CH3:14])[CH3:12]. (2) Given the reactants [CH3:1][O:2][C:3]1[CH:8]=[CH:7][C:6]([C:9]([C:11]([C:13]2[CH:18]=[CH:17][C:16]([O:19][CH3:20])=[CH:15][CH:14]=2)=O)=O)=[CH:5][CH:4]=1.[NH2:21][NH:22][C:23]([NH2:25])=[S:24], predict the reaction product. The product is: [CH3:1][O:2][C:3]1[CH:8]=[CH:7][C:6]([C:9]2[C:11]([C:13]3[CH:18]=[CH:17][C:16]([O:19][CH3:20])=[CH:15][CH:14]=3)=[N:21][NH:22][C:23](=[S:24])[N:25]=2)=[CH:5][CH:4]=1.